The task is: Predict the reactants needed to synthesize the given product.. This data is from Retrosynthesis with 50K atom-mapped reactions and 10 reaction types from USPTO. (1) Given the product O=[N+]([O-])c1ccccc1N1CCNCC1, predict the reactants needed to synthesize it. The reactants are: C1CNCCN1.O=[N+]([O-])c1ccccc1F. (2) Given the product CNc1ccc(C#Cc2nc3ccc(OC)cc3s2)cc1F, predict the reactants needed to synthesize it. The reactants are: C#Cc1ccc(NC)c(F)c1.COc1ccc2nc(I)sc2c1. (3) Given the product N#Cc1cccc(NC(=O)C(=O)N2CCC(Cc3ccc(F)cc3)CC2)c1, predict the reactants needed to synthesize it. The reactants are: N#Cc1cccc(N)c1.O=C(O)C(=O)N1CCC(Cc2ccc(F)cc2)CC1. (4) Given the product CN(C)Cc1c(OCc2ccc(C#N)cc2)ccc2c(CCC3CCNCC3)noc12, predict the reactants needed to synthesize it. The reactants are: CN(C)Cc1c(OCc2ccc(C#N)cc2)ccc2c(CCC3CCN(C(=O)OC(C)(C)C)CC3)noc12.